From a dataset of Catalyst prediction with 721,799 reactions and 888 catalyst types from USPTO. Predict which catalyst facilitates the given reaction. (1) Reactant: [CH3:1][C:2](=[O:12])[CH2:3][CH2:4][CH2:5][CH2:6][CH2:7][CH2:8][CH2:9][CH2:10][CH3:11].[H-].[Na+].[C:15]1([CH3:21])[CH:20]=[CH:19][CH:18]=[CH:17][CH:16]=1.[C:22]([O:29]CC)(=O)[C:23]([O:25]CC)=O. Product: [CH3:11][CH2:10][CH2:9][CH2:8][CH2:7][CH2:6][CH2:5][CH2:4][CH2:3][C:2](=[O:12])[CH2:1][C:23](=[O:25])[C:22](=[O:29])[CH2:1][C:2](=[O:12])[CH2:3][CH2:4][CH2:16][CH2:17][CH2:18][CH2:19][CH2:20][CH2:15][CH3:21]. The catalyst class is: 21. (2) Reactant: [CH2:1]([O:8][C:9]([N:11]1[CH2:16][CH2:15][C:14]([C:19]2[O:20][C:21]([C:32]3[CH:37]=[CH:36][C:35]([O:38][CH3:39])=[CH:34][CH:33]=3)=[C:22]([C:24]3[CH:29]=[CH:28][C:27]([O:30][CH3:31])=[CH:26][CH:25]=3)[N:23]=2)([CH2:17][OH:18])[CH2:13][CH2:12]1)=[O:10])[C:2]1[CH:7]=[CH:6][CH:5]=[CH:4][CH:3]=1.[C:40](OC(=O)C)(=[O:42])[CH3:41].N1C=CC=CC=1.CNC1(NC)C=CN=CC1. Product: [C:40]([O:18][CH2:17][C:14]1([C:19]2[O:20][C:21]([C:32]3[CH:33]=[CH:34][C:35]([O:38][CH3:39])=[CH:36][CH:37]=3)=[C:22]([C:24]3[CH:25]=[CH:26][C:27]([O:30][CH3:31])=[CH:28][CH:29]=3)[N:23]=2)[CH2:13][CH2:12][N:11]([C:9]([O:8][CH2:1][C:2]2[CH:3]=[CH:4][CH:5]=[CH:6][CH:7]=2)=[O:10])[CH2:16][CH2:15]1)(=[O:42])[CH3:41]. The catalyst class is: 4. (3) The catalyst class is: 3. Product: [CH3:17][C:18]1[CH:27]=[C:26]([CH2:28][O:1][CH:2]2[CH2:3][CH2:4][N:5]([C:8]([O:10][C:11]([CH3:14])([CH3:13])[CH3:12])=[O:9])[CH2:6][CH2:7]2)[C:25]2[C:20](=[CH:21][CH:22]=[CH:23][CH:24]=2)[N:19]=1. Reactant: [OH:1][CH:2]1[CH2:7][CH2:6][N:5]([C:8]([O:10][C:11]([CH3:14])([CH3:13])[CH3:12])=[O:9])[CH2:4][CH2:3]1.[H-].[Na+].[CH3:17][C:18]1[CH:27]=[C:26]([CH2:28]OS(C)(=O)=O)[C:25]2[C:20](=[CH:21][CH:22]=[CH:23][CH:24]=2)[N:19]=1.